This data is from NCI-60 drug combinations with 297,098 pairs across 59 cell lines. The task is: Regression. Given two drug SMILES strings and cell line genomic features, predict the synergy score measuring deviation from expected non-interaction effect. Drug 1: CCCS(=O)(=O)NC1=C(C(=C(C=C1)F)C(=O)C2=CNC3=C2C=C(C=N3)C4=CC=C(C=C4)Cl)F. Drug 2: C1C(C(OC1N2C=NC3=C2NC=NCC3O)CO)O. Cell line: HOP-92. Synergy scores: CSS=1.16, Synergy_ZIP=-0.673, Synergy_Bliss=0.888, Synergy_Loewe=-0.254, Synergy_HSA=-0.624.